Dataset: Forward reaction prediction with 1.9M reactions from USPTO patents (1976-2016). Task: Predict the product of the given reaction. (1) The product is: [OH:28][CH2:27][CH2:26][O:25][CH2:24][CH2:23][O:1][C:2]1[CH:3]=[CH:4][C:5]([C:6]([C:8]2[CH:13]=[CH:12][CH:11]=[CH:10][CH:9]=2)=[O:7])=[CH:14][CH:15]=1. Given the reactants [OH:1][C:2]1[CH:15]=[CH:14][C:5]([C:6]([C:8]2[CH:13]=[CH:12][CH:11]=[CH:10][CH:9]=2)=[O:7])=[CH:4][CH:3]=1.C([O-])([O-])=O.[K+].[K+].Cl[CH2:23][CH2:24][O:25][CH2:26][CH2:27][OH:28].[Na+].[I-], predict the reaction product. (2) Given the reactants [CH2:1]([N:3]1[CH2:8][CH2:7][N:6]2[N:9]=[C:10]([N+:12]([O-])=O)[CH:11]=[C:5]2[CH2:4]1)[CH3:2].[H][H], predict the reaction product. The product is: [CH2:1]([N:3]1[CH2:8][CH2:7][N:6]2[N:9]=[C:10]([NH2:12])[CH:11]=[C:5]2[CH2:4]1)[CH3:2]. (3) Given the reactants [C:1]([CH:4]([CH2:12][C:13]([C:15]1[C:20]([F:21])=[CH:19][CH:18]=[CH:17][C:16]=1[F:22])=O)[C:5]([O:7][C:8]([CH3:11])([CH3:10])[CH3:9])=[O:6])(=O)[CH3:2].C([O-])(=O)C.[NH4+:27], predict the reaction product. The product is: [F:22][C:16]1[CH:17]=[CH:18][CH:19]=[C:20]([F:21])[C:15]=1[C:13]1[NH:27][C:1]([CH3:2])=[C:4]([C:5]([O:7][C:8]([CH3:11])([CH3:10])[CH3:9])=[O:6])[CH:12]=1.